Task: Regression. Given two drug SMILES strings and cell line genomic features, predict the synergy score measuring deviation from expected non-interaction effect.. Dataset: NCI-60 drug combinations with 297,098 pairs across 59 cell lines (1) Drug 1: C1CC(=O)NC(=O)C1N2CC3=C(C2=O)C=CC=C3N. Drug 2: CC1C(C(CC(O1)OC2CC(CC3=C2C(=C4C(=C3O)C(=O)C5=C(C4=O)C(=CC=C5)OC)O)(C(=O)C)O)N)O.Cl. Cell line: SK-MEL-28. Synergy scores: CSS=21.3, Synergy_ZIP=0.387, Synergy_Bliss=6.17, Synergy_Loewe=-16.4, Synergy_HSA=4.90. (2) Drug 1: CS(=O)(=O)CCNCC1=CC=C(O1)C2=CC3=C(C=C2)N=CN=C3NC4=CC(=C(C=C4)OCC5=CC(=CC=C5)F)Cl. Drug 2: CC(C)(C#N)C1=CC=C(C=C1)N2C3=C4C=C(C=CC4=NC=C3N(C2=O)C)C5=CC6=CC=CC=C6N=C5. Cell line: NCIH23. Synergy scores: CSS=57.2, Synergy_ZIP=4.15, Synergy_Bliss=3.64, Synergy_Loewe=-2.40, Synergy_HSA=8.39.